From a dataset of Reaction yield outcomes from USPTO patents with 853,638 reactions. Predict the reaction yield, written as a fraction of the theoretical maximum amount of product (1.0 means a 100% yield; for example, 0.34 means a 34% yield). (1) The reactants are [N+](C1C=CC(C([O:10][C@H:11]2[C@H:15]([NH:16][C:17]([O:19][C:20]([CH3:23])([CH3:22])[CH3:21])=[O:18])[CH2:14][N:13]([CH2:24][C:25]3[CH:30]=[CH:29][CH:28]=[CH:27][CH:26]=3)[CH2:12]2)=O)=CC=1)([O-])=O.O[Li].O. The catalyst is C(O)C.O.C1COCC1.CCOCC. The product is [CH2:24]([N:13]1[CH2:12][C@@H:11]([OH:10])[C@H:15]([NH:16][C:17](=[O:18])[O:19][C:20]([CH3:22])([CH3:21])[CH3:23])[CH2:14]1)[C:25]1[CH:26]=[CH:27][CH:28]=[CH:29][CH:30]=1. The yield is 0.880. (2) The reactants are [Br:1][C:2]1[CH:3]=[CH:4][C:5]([O:11][CH3:12])=[C:6](B(O)O)[CH:7]=1.[Cl:13][C:14]1[CH:15]=[C:16](I)[CH:17]=[CH:18][CH:19]=1. No catalyst specified. The product is [Br:1][C:2]1[CH:3]=[CH:4][C:5]([O:11][CH3:12])=[C:6]([C:18]2[CH:17]=[CH:16][CH:15]=[C:14]([Cl:13])[CH:19]=2)[CH:7]=1. The yield is 0.990. (3) The reactants are [Cl-].C1([P+](C2C=CC=CC=2)(C2C=CC=CC=2)[CH2:9][O:10][CH2:11][CH2:12][Si:13]([CH3:16])([CH3:15])[CH3:14])C=CC=CC=1.[CH3:29][C:30]1[N:31]=[C:32]2[CH:37]=[CH:36][CH:35]=[CH:34][N:33]2[C:38]=1[CH:39]=O. No catalyst specified. The product is [CH3:29][C:30]1[N:31]=[C:32]2[CH:37]=[CH:36][CH:35]=[CH:34][N:33]2[C:38]=1[CH:39]=[CH:9][O:10][CH2:11][CH2:12][Si:13]([CH3:14])([CH3:15])[CH3:16]. The yield is 0.960. (4) The reactants are [Cl:1][C:2]1[CH:3]=[CH:4][C:5]2[C:14]3[C:9](=[CH:10][C:11]([OH:15])=[CH:12][CH:13]=3)[O:8][CH2:7][C:6]=2[CH:16]=1.[F:17][C:18]([F:31])([F:30])[S:19](O[S:19]([C:18]([F:31])([F:30])[F:17])(=[O:21])=[O:20])(=[O:21])=[O:20].Cl. The catalyst is ClCCl. The product is [F:17][C:18]([F:31])([F:30])[S:19]([O:15][C:11]1[CH:10]=[C:9]2[C:14]([C:5]3[CH:4]=[CH:3][C:2]([Cl:1])=[CH:16][C:6]=3[CH2:7][O:8]2)=[CH:13][CH:12]=1)(=[O:21])=[O:20]. The yield is 0.940. (5) The reactants are [O:1]=[C:2]1[C:8]2[CH:9]=[CH:10][CH:11]=[CH:12][C:7]=2[O:6][C:5]2[CH:13]=[CH:14][CH:15]=[CH:16][C:4]=2[N:3]1[CH2:17][C:18]1[CH:23]=[CH:22][C:21](/[CH:24]=[CH:25]/[C:26]([O:28][CH2:29][CH3:30])=[O:27])=[CH:20][CH:19]=1.[H][H]. The catalyst is C(O)C.[Pd]. The product is [O:1]=[C:2]1[C:8]2[CH:9]=[CH:10][CH:11]=[CH:12][C:7]=2[O:6][C:5]2[CH:13]=[CH:14][CH:15]=[CH:16][C:4]=2[N:3]1[CH2:17][C:18]1[CH:19]=[CH:20][C:21]([CH2:24][CH2:25][C:26]([O:28][CH2:29][CH3:30])=[O:27])=[CH:22][CH:23]=1. The yield is 0.950.